This data is from Peptide-MHC class II binding affinity with 134,281 pairs from IEDB. The task is: Regression. Given a peptide amino acid sequence and an MHC pseudo amino acid sequence, predict their binding affinity value. This is MHC class II binding data. The peptide sequence is GRGSGSSFEIKSTKPEASSG. The MHC is DRB1_1101 with pseudo-sequence DRB1_1101. The binding affinity (normalized) is 0.431.